From a dataset of Full USPTO retrosynthesis dataset with 1.9M reactions from patents (1976-2016). Predict the reactants needed to synthesize the given product. (1) Given the product [O:1]1[C:6]2[CH:7]=[CH:8][C:9]([CH2:11][CH2:12][NH:32][CH2:31][CH2:30][N:26]3[CH2:27][CH2:28][CH2:29][CH:25]3[C:23]3[CH:22]=[C:21]([CH3:33])[N:20]=[C:19]([N:14]4[CH:18]=[CH:17][N:16]=[CH:15]4)[N:24]=3)=[CH:10][C:5]=2[O:4][CH2:3][CH2:2]1, predict the reactants needed to synthesize it. The reactants are: [O:1]1[C:6]2[CH:7]=[CH:8][C:9]([CH2:11][CH:12]=O)=[CH:10][C:5]=2[O:4][CH2:3][CH2:2]1.[N:14]1([C:19]2[N:24]=[C:23]([CH:25]3[CH2:29][CH2:28][CH2:27][N:26]3[CH2:30][CH2:31][NH2:32])[CH:22]=[C:21]([CH3:33])[N:20]=2)[CH:18]=[CH:17][N:16]=[CH:15]1. (2) Given the product [CH3:28][NH:29][C:24]([C:23]1[N:19]([CH2:18][C:8]2[N:6]3[CH:7]=[C:2]([CH3:1])[CH:3]=[CH:4][C:5]3=[N:10][C:9]=2[C:11]2[CH:12]=[CH:13][C:14]([CH3:17])=[CH:15][CH:16]=2)[N:20]=[CH:21][N:22]=1)=[O:25], predict the reactants needed to synthesize it. The reactants are: [CH3:1][C:2]1[CH:3]=[CH:4][C:5]2[N:6]([C:8]([CH2:18][N:19]3[C:23]([C:24](OC)=[O:25])=[N:22][CH:21]=[N:20]3)=[C:9]([C:11]3[CH:16]=[CH:15][C:14]([CH3:17])=[CH:13][CH:12]=3)[N:10]=2)[CH:7]=1.[CH3:28][NH2:29]. (3) Given the product [CH3:1][CH2:2][CH2:17][CH2:18][CH2:19][CH2:20][CH2:21][CH2:22][CH2:23][CH2:24][NH2:16], predict the reactants needed to synthesize it. The reactants are: [C:1](OC(=NC(C)C)NC(C)C)(C)(C)[CH3:2].[N].[NH:16]1[C:24]2[C:19](=[CH:20][CH:21]=[CH:22][CH:23]=2)[CH:18]=[CH:17]1.CC(OC(OC(OC(C)(C)C)=O)=O)(C)C.